Dataset: Reaction yield outcomes from USPTO patents with 853,638 reactions. Task: Predict the reaction yield, written as a fraction of the theoretical maximum amount of product (1.0 means a 100% yield; for example, 0.34 means a 34% yield). (1) The reactants are Cl[C:2]1[CH:3]=[CH:4][C:5]2[N:6]=[CH:7][N:8]=[C:9]([NH:12][C:13]3[CH:14]=[N:15][C:16]([O:19][CH3:20])=[CH:17][CH:18]=3)[C:10]=2[N:11]=1.[Cl:21][C:22]1[C:27]([NH:28][S:29]([C:32]2[CH:37]=[CH:36][C:35]([F:38])=[CH:34][C:33]=2[F:39])(=[O:31])=[O:30])=[CH:26][C:25](B2OC(C)(C)C(C)(C)O2)=[CH:24][N:23]=1.C(=O)(O)[O-].[Na+]. The catalyst is O1CCOCC1. The product is [Cl:21][C:22]1[C:27]([NH:28][S:29]([C:32]2[CH:37]=[CH:36][C:35]([F:38])=[CH:34][C:33]=2[F:39])(=[O:31])=[O:30])=[CH:26][C:25]([C:2]2[CH:3]=[CH:4][C:5]3[N:6]=[CH:7][N:8]=[C:9]([NH:12][C:13]4[CH:14]=[N:15][C:16]([O:19][CH3:20])=[CH:17][CH:18]=4)[C:10]=3[N:11]=2)=[CH:24][N:23]=1. The yield is 0.310. (2) The reactants are CCN(C(C)C)C(C)C.[CH3:10][O:11][C:12]1[C:21]([O:22][CH3:23])=[C:20]2[C:15]([CH:16]=[C:17]([C:25]([OH:27])=O)[C:18](=[O:24])[O:19]2)=[CH:14][CH:13]=1.CN(C(ON1N=NC2C=CC=NC1=2)=[N+](C)C)C.F[P-](F)(F)(F)(F)F.[N:52]1[C:53]([C:61]2[CH:62]=[C:63]([NH2:67])[CH:64]=[CH:65][CH:66]=2)=[CH:54][N:55]2[CH:60]=[CH:59][CH:58]=[CH:57][C:56]=12. The catalyst is CN(C=O)C. The product is [N:52]1[C:53]([C:61]2[CH:62]=[C:63]([NH:67][C:25]([C:17]3[C:18](=[O:24])[O:19][C:20]4[C:15]([CH:16]=3)=[CH:14][CH:13]=[C:12]([O:11][CH3:10])[C:21]=4[O:22][CH3:23])=[O:27])[CH:64]=[CH:65][CH:66]=2)=[CH:54][N:55]2[CH:60]=[CH:59][CH:58]=[CH:57][C:56]=12. The yield is 0.780. (3) The reactants are [Br:1][C:2]1[CH:10]=[C:9](/[CH:11]=[CH:12]/[CH:13]([C:18]2[CH:23]=[C:22]([Cl:24])[C:21]([Cl:25])=[C:20]([Cl:26])[CH:19]=2)[C:14]([F:17])([F:16])[F:15])[CH:8]=[CH:7][C:3]=1[C:4](O)=[O:5].Cl.C(N=C=NCCCN(C)C)C.Cl.[NH2:40][C:41]1([C:44]#[N:45])[CH2:43][CH2:42]1.Cl. The catalyst is ClCCCl.CN(C1C=CN=CC=1)C.CCOC(C)=O. The product is [Br:1][C:2]1[CH:10]=[C:9](/[CH:11]=[CH:12]/[CH:13]([C:18]2[CH:19]=[C:20]([Cl:26])[C:21]([Cl:25])=[C:22]([Cl:24])[CH:23]=2)[C:14]([F:17])([F:15])[F:16])[CH:8]=[CH:7][C:3]=1[C:4]([NH:40][C:41]1([C:44]#[N:45])[CH2:43][CH2:42]1)=[O:5]. The yield is 0.115. (4) The reactants are [Br:1][CH2:2][C@@H:3]([OH:12])[CH2:4][C:5]1[CH:10]=[CH:9][CH:8]=[CH:7][C:6]=1O.CC1C=CC(S(OCC2CC3C=CC=C(CC4C=CC=CC=4)C=3O2)(=O)=O)=CC=1. No catalyst specified. The product is [Br:1][CH2:2][C@H:3]1[CH2:4][C:5]2[CH:10]=[CH:9][CH:8]=[CH:7][C:6]=2[O:12]1. The yield is 0.650. (5) The reactants are [F:1][C:2]1([F:33])[O:6][C:5]2[CH:7]=[CH:8][C:9]([C:11]3([C:14]([NH:16][C@H:17]4[CH2:22][C@@H:21]([CH3:23])[O:20][C@@H:19]([C:24]5[CH:32]=[CH:31][C:27]([C:28]([OH:30])=[O:29])=[CH:26][CH:25]=5)[CH2:18]4)=[O:15])[CH2:13][CH2:12]3)=[CH:10][C:4]=2[O:3]1.C(=O)=O. The catalyst is CO. The product is [F:33][C:2]1([F:1])[O:6][C:5]2[CH:7]=[CH:8][C:9]([C:11]3([C:14]([NH:16][C@@H:17]4[CH2:22][C@H:21]([CH3:23])[O:20][C@H:19]([C:24]5[CH:25]=[CH:26][C:27]([C:28]([OH:30])=[O:29])=[CH:31][CH:32]=5)[CH2:18]4)=[O:15])[CH2:12][CH2:13]3)=[CH:10][C:4]=2[O:3]1. The yield is 0.470. (6) The reactants are [CH3:1][C:2]([CH3:18])([CH3:17])[CH2:3][NH:4][C:5]([CH:7]([C:9]1[CH:16]=[CH:15][C:12]([C:13]#[N:14])=[CH:11][CH:10]=1)[CH3:8])=[O:6]. The catalyst is CO.Cl.[Pd]. The product is [CH3:17][C:2]([CH3:1])([CH3:18])[CH2:3][NH:4][C:5]([CH:7]([C:9]1[CH:10]=[CH:11][C:12]([CH2:13][NH2:14])=[CH:15][CH:16]=1)[CH3:8])=[O:6]. The yield is 0.850.